Binary Classification. Given a miRNA mature sequence and a target amino acid sequence, predict their likelihood of interaction. From a dataset of Experimentally validated miRNA-target interactions with 360,000+ pairs, plus equal number of negative samples. (1) The miRNA is hsa-miR-181c-5p with sequence AACAUUCAACCUGUCGGUGAGU. The protein sequence of the target gene is MQLYSSVCTHYPAGAPGPTAAAPAPPAAATPFKVSLQPPGAAGAAPEPETGECQPAAAAEHREAAAVPAAKMPAFSSCFEVVSGAAAPASAAAGPPGASCKPPLPPHYTSTAQITVRALGADRLLLHGPDPVPGAAGSAAAPRGRCLLLAPAPAAPVPPRRGSSAWLLEELLRPDCPEPAGLDATREGPDRNFRLSEHRQALAAAKHRGPAATPGSPDPGPGPWGEEHLAERGPRGWERGGDRCDAPGGDAARRPDPEAEAPPAGSIEAAPSSAAEPVIVSRSDPRDEKLALYLAEVEKQ.... Result: 1 (interaction). (2) The miRNA is hsa-miR-216b-3p with sequence ACACACUUACCCGUAGAGAUUCUA. The protein sequence of the target gene is MALPFALLMALVVLSCKSSCSLDCDLPQTHSLGHRRTMMLLAQMRRISLFSCLKDRHDFRFPQEEFDGNQFQKAEAISVLHEVIQQTFNLFSTKDSSVAWDERLLDKLYTELYQQLNDLEACVMQEVWVGGTPLMNEDSILAVRKYFQRITLYLTEKKYSPCAWEVVRAEIMRSFSSSRNLQERLRRKE. Result: 1 (interaction). (3) The miRNA is hsa-miR-5047 with sequence UUGCAGCUGCGGUUGUAAGGU. The protein sequence of the target gene is MAMDQVNALCEQLVKAVTVMMDPNSTQRYRLEALKFCEEFKEKCPICVPCGLRLAEKTQVAIVRHFGLQILEHVVKFRWNGMSRLEKVYLKNSVMELIANGTLNILEEENHIKDALSRIVVEMIKREWPQHWPDMLIELDTLSKQGETQTELVMFILLRLAEDVVTFQTLPPQRRRDIQQTLTQNMERIFSFLLNTLQENVNKYQQVKTDTSQESKAQANCRVGVAALNTLAGYIDWVSMSHITAENCKLLEILCLLLNEQELQLGAAECLLIAVSRKGKLEDRKPLMVLFGDVAMHYIL.... Result: 1 (interaction). (4) The miRNA is hsa-miR-302b-3p with sequence UAAGUGCUUCCAUGUUUUAGUAG. The protein sequence of the target gene is MEDGFSSYSSLYDTSSLLQFCNDDSASAASSMEVSDRIASLEQRVQMQEDDIQLLKSALADVVRRLNITEEQQAVLNRKGPTKARPLGQTLPLRTTVNNGTVLPKKPSASLPAPSGARKEVVVPVTKSINRTSSSERVSPGGRRESSGDSKGSRNRTGSTSSSSSGKKNSESKPKEPAFSPEEGYVKMFLRGRPVTMYMPKDQVDSYSLEAKAELPTKRLKLEWVYGYRGRDCRNNLYLLPTGETVYFIASVVVLYNVEEQLQRHYAGHNDDVKCLAVHPDRITIATGQVAGTSKDGKQL.... Result: 0 (no interaction). (5) The miRNA is mmu-miR-669b-5p with sequence AGUUUUGUGUGCAUGUGCAUGU. The protein sequence of the target gene is MTLNTQQEAKTTLRRRASTPLPLSSRGHQPGRLCTAPSAPSQHPRLGQSVSLNPPVRKPSPAQDGWSSESSDSEGSWEALYRVVLLGDPGVGKTSLASLFAEKQDRDPHEQLGGVYERTLSVDGEDTTLVVMDTWEAEKLDESWCQESCLQAGSAYVIVYSIADRSSFESASELRIQLRRTHQANHVPIILVGNKADLARCREVSVEEGRACAVVFDCKFIETSATLQHNVTELFEGVVRQLRLRRQDNAAPETPSPRRRASLGQRARRFLARLTARSARRRALKARSKSCHNLAVL. Result: 1 (interaction). (6) The miRNA is hsa-miR-3678-3p with sequence CUGCAGAGUUUGUACGGACCGG. The protein sequence of the target gene is MSDTGGDRARLRRYTKLPVWVVEDHQEVLPFIYRAIGSKHLPDSNISFLHLDSHPDLLIPVNMPADTVFDKEALFGELSIENWIMPAVYAGHFSQVIWLHPTWAQQIREGKHCFLVGKDISTTTIRVTSTDSYFLSDGLFVPEDQLENRRPLQLDVILVEPYTLCSKQDDSDSVSSTKKPKLALGSGESSAAADGHSCSEGRRGDAVTPRSDHACQEPSCSRSGGQQSQNTATAGAILDILKTGDAFVLDIDLDFFSVKNPFKEMFTQDEYKILQELYQFKKPDSNLPEDGLVDVVEART.... Result: 0 (no interaction).